Predict the reactants needed to synthesize the given product. From a dataset of Full USPTO retrosynthesis dataset with 1.9M reactions from patents (1976-2016). (1) Given the product [NH2:42][C:43]1[N:44]=[CH:45][C:46]([C:47]([N:3]2[C@@H:4]([CH3:8])[CH2:5][O:6][CH2:7][C@H:2]2[CH3:1])=[O:48])=[CH:50][CH:51]=1, predict the reactants needed to synthesize it. The reactants are: [CH3:1][C@H:2]1[CH2:7][O:6][CH2:5][C@@H:4]([CH3:8])[NH:3]1.CN(C(ON1N=NC2C=CC=NC1=2)=[N+](C)C)C.F[P-](F)(F)(F)(F)F.CCN(C(C)C)C(C)C.[NH2:42][C:43]1[CH:51]=[CH:50][C:46]([C:47](O)=[O:48])=[CH:45][N:44]=1. (2) Given the product [CH3:1][C:2]1[CH:6]=[C:5]([CH2:7][C:8]([O:10][CH2:16][CH3:17])=[O:9])[O:4][N:3]=1, predict the reactants needed to synthesize it. The reactants are: [CH3:1][C:2]1[CH:6]=[C:5]([CH2:7][C:8]([OH:10])=[O:9])[O:4][N:3]=1.OS(O)(=O)=O.[CH3:16][CH2:17]CCCC. (3) Given the product [CH3:1][N:2]([C:3]1[CH:4]=[CH:5][C:6]([N+:9]([O-:11])=[O:10])=[CH:7][CH:8]=1)[C:12](=[O:13])[O:14][C:15]([CH3:18])([CH3:17])[CH3:16], predict the reactants needed to synthesize it. The reactants are: [CH3:1][NH:2][C:3]1[CH:8]=[CH:7][C:6]([N+:9]([O-:11])=[O:10])=[CH:5][CH:4]=1.[C:12](O[C:12]([O:14][C:15]([CH3:18])([CH3:17])[CH3:16])=[O:13])([O:14][C:15]([CH3:18])([CH3:17])[CH3:16])=[O:13]. (4) Given the product [O:17]=[C:10]1[CH:11]2[CH2:16][C:7]3([O:6][C:4]([C:3]([F:22])([F:2])[S:18]([O-:21])(=[O:19])=[O:20])=[O:5])[CH2:14][CH:13]([CH2:15][CH:9]1[CH2:8]3)[CH2:12]2.[O:24]=[C:25]([C:32]1[CH:37]=[CH:36][CH:35]=[CH:34][CH:33]=1)[CH2:26][S+:27]1[CH2:28][CH2:29][CH2:30][CH2:31]1, predict the reactants needed to synthesize it. The reactants are: [Na].[F:2][C:3]([F:22])([S:18]([OH:21])(=[O:20])=[O:19])[C:4]([O:6][C:7]12[CH2:16][CH:11]3[CH2:12][CH:13]([CH2:15][CH:9]([C:10]3=[O:17])[CH2:8]1)[CH2:14]2)=[O:5].[Br-].[O:24]=[C:25]([C:32]1[CH:37]=[CH:36][CH:35]=[CH:34][CH:33]=1)[CH2:26][S+:27]1[CH2:31][CH2:30][CH2:29][CH2:28]1. (5) Given the product [Cl:1][C:2]1[S:6][C:5]([C:7]([NH:9][CH2:10][C:11]2[N:12]=[CH:13][N:14]([C:16]3[CH:21]=[CH:20][C:19]([N:22]4[CH:27]=[CH:26][CH:25]=[CH:24][C:23]4=[O:28])=[CH:18][C:17]=3[S:29]([CH3:30])=[O:39])[CH:15]=2)=[O:8])=[CH:4][CH:3]=1, predict the reactants needed to synthesize it. The reactants are: [Cl:1][C:2]1[S:6][C:5]([C:7]([NH:9][CH2:10][C:11]2[N:12]=[CH:13][N:14]([C:16]3[CH:21]=[CH:20][C:19]([N:22]4[CH:27]=[CH:26][CH:25]=[CH:24][C:23]4=[O:28])=[CH:18][C:17]=3[S:29][CH3:30])[CH:15]=2)=[O:8])=[CH:4][CH:3]=1.C1C=C(Cl)C=C(C(OO)=[O:39])C=1. (6) Given the product [CH2:28]([O:27][C:25]([N:23]1[CH2:22][C:21]([CH2:35][C:36]([OH:38])=[O:37])([NH:20][C:18]([C:7]2[CH:6]=[CH:5][C:4]([CH:1]3[CH2:3][CH2:2]3)=[C:9]([CH2:10][C:11]3[CH:12]=[CH:13][C:14]([F:17])=[CH:15][CH:16]=3)[N:8]=2)=[O:19])[CH2:24]1)=[O:26])[C:29]1[CH:34]=[CH:33][CH:32]=[CH:31][CH:30]=1, predict the reactants needed to synthesize it. The reactants are: [CH:1]1([C:4]2[CH:5]=[CH:6][C:7]([C:18]([NH:20][C:21]3([CH2:35][C:36]([O:38]CC)=[O:37])[CH2:24][N:23]([C:25]([O:27][CH2:28][C:29]4[CH:34]=[CH:33][CH:32]=[CH:31][CH:30]=4)=[O:26])[CH2:22]3)=[O:19])=[N:8][C:9]=2[CH2:10][C:11]2[CH:16]=[CH:15][C:14]([F:17])=[CH:13][CH:12]=2)[CH2:3][CH2:2]1.O.[OH-].[Li+]. (7) The reactants are: Cl[C:2]1[C:7]([CH3:8])=[C:6]([Cl:9])[N:5]=[CH:4][C:3]=1[CH2:10][N:11]([C:16]1[C:21]([F:22])=[C:20]([O:23][CH3:24])[CH:19]=[C:18]([O:25][CH3:26])[C:17]=1[F:27])[C:12]([NH:14][CH3:15])=[O:13].C(=O)([O-])[O-].[Cs+].[Cs+]. Given the product [Cl:9][C:6]1[N:5]=[CH:4][C:3]2[CH2:10][N:11]([C:16]3[C:21]([F:22])=[C:20]([O:23][CH3:24])[CH:19]=[C:18]([O:25][CH3:26])[C:17]=3[F:27])[C:12](=[O:13])[N:14]([CH3:15])[C:2]=2[C:7]=1[CH3:8], predict the reactants needed to synthesize it.